Dataset: Reaction yield outcomes from USPTO patents with 853,638 reactions. Task: Predict the reaction yield, written as a fraction of the theoretical maximum amount of product (1.0 means a 100% yield; for example, 0.34 means a 34% yield). (1) The reactants are [F:1][C:2]([F:25])([C:21]([F:24])([F:23])[F:22])[CH2:3][CH2:4][CH2:5][CH2:6][CH2:7][CH2:8][O:9][CH2:10][CH2:11][CH2:12][CH2:13][CH2:14][CH2:15][CH2:16][CH2:17][CH2:18][CH:19]=[CH2:20].B1C2CCCC1CCC2.[OH:35]O.[OH-].[Na+]. No catalyst specified. The product is [F:1][C:2]([F:25])([C:21]([F:22])([F:23])[F:24])[CH2:3][CH2:4][CH2:5][CH2:6][CH2:7][CH2:8][O:9][CH2:10][CH2:11][CH2:12][CH2:13][CH2:14][CH2:15][CH2:16][CH2:17][CH2:18][CH2:19][CH2:20][OH:35]. The yield is 0.760. (2) The reactants are [C:1](Cl)(=[O:3])[CH3:2].[CH:5]1([C:11]2[C:12]3[CH:13]=[CH:14][C:15]4[C:16](=[O:57])[NH:17][CH2:18][CH2:19][CH:20]=[CH:21][CH2:22][CH2:23][NH:24][C:25](=[O:56])[CH2:26][N:27]([C:54]=3[CH:55]=4)[C:28]=2[C:29]2[CH:34]=[CH:33][C:32]([O:35][CH2:36][C:37]3[CH:42]=[C:41]([NH2:43])[CH:40]=[CH:39][C:38]=3[N:44]3[CH2:49][CH2:48][N:47]([S:50]([CH3:53])(=[O:52])=[O:51])[CH2:46][CH2:45]3)=[CH:31][CH:30]=2)[CH2:10][CH2:9][CH2:8][CH2:7][CH2:6]1.CCN(C(C)C)C(C)C. The catalyst is C(Cl)(Cl)Cl. The product is [CH:5]1([C:11]2[C:12]3[CH:13]=[CH:14][C:15]4[C:16](=[O:57])[NH:17][CH2:18][CH2:19][CH:20]=[CH:21][CH2:22][CH2:23][NH:24][C:25](=[O:56])[CH2:26][N:27]([C:54]=3[CH:55]=4)[C:28]=2[C:29]2[CH:34]=[CH:33][C:32]([O:35][CH2:36][C:37]3[CH:42]=[C:41]([NH:43][C:1](=[O:3])[CH3:2])[CH:40]=[CH:39][C:38]=3[N:44]3[CH2:45][CH2:46][N:47]([S:50]([CH3:53])(=[O:51])=[O:52])[CH2:48][CH2:49]3)=[CH:31][CH:30]=2)[CH2:6][CH2:7][CH2:8][CH2:9][CH2:10]1. The yield is 0.617. (3) The reactants are Cl.Cl.C(OC[N:11]1[CH:15]=[CH:14][N:13]=[C:12]1[C@H:16]1[C@H:25]2[CH2:26][CH2:27][N:28]([C:29]([C@H:31]3[CH2:36][CH2:35][CH2:34][CH2:33][C@H:32]3[NH2:37])=[O:30])[C@H:24]2[C:23]2[CH:22]=[CH:21][CH:20]=[CH:19][C:18]=2[NH:17]1)(=O)C(C)(C)C.[C:38]([C:40]1[CH:48]=[CH:47][C:43]([C:44](Cl)=[O:45])=[CH:42][CH:41]=1)#[N:39].N. The catalyst is C(OCC)(=O)C.C(=O)([O-])[O-].[Na+].[Na+].CO. The product is [C:38]([C:40]1[CH:48]=[CH:47][C:43]([C:44]([NH:37][C@@H:32]2[CH2:33][CH2:34][CH2:35][CH2:36][C@@H:31]2[C:29]([N:28]2[C@@H:24]3[C@@H:25]([C@H:16]([C:12]4[NH:13][CH:14]=[CH:15][N:11]=4)[NH:17][C:18]4[CH:19]=[CH:20][CH:21]=[CH:22][C:23]=43)[CH2:26][CH2:27]2)=[O:30])=[O:45])=[CH:42][CH:41]=1)#[N:39]. The yield is 0.940. (4) The reactants are [C:1]1([CH3:10])[CH:6]=[CH:5][C:4]([S:7]([OH:9])=[O:8])=[CH:3][CH:2]=1.[Li].[S:12]([CH2:16][CH2:17][NH:18][C:19](=[O:22])[CH2:20]Br)([OH:15])(=[O:14])=[O:13].O. The catalyst is C(O)C. The product is [CH3:10][C:1]1[CH:6]=[CH:5][C:4]([S:7]([CH2:20][C:19]([NH:18][CH2:17][CH2:16][S:12]([OH:15])(=[O:14])=[O:13])=[O:22])(=[O:9])=[O:8])=[CH:3][CH:2]=1. The yield is 0.890.